This data is from Catalyst prediction with 721,799 reactions and 888 catalyst types from USPTO. The task is: Predict which catalyst facilitates the given reaction. (1) Product: [Cl:24][CH2:25][CH2:26][C:27]([NH:10][CH2:9][CH2:8][CH:7]([C:1]1[CH:2]=[CH:3][CH:4]=[CH:5][CH:6]=1)[C:11]1[CH:12]=[CH:13][CH:14]=[CH:15][CH:16]=1)=[O:28]. Reactant: [C:1]1([CH:7]([C:11]2[CH:16]=[CH:15][CH:14]=[CH:13][CH:12]=2)[CH2:8][CH2:9][NH2:10])[CH:6]=[CH:5][CH:4]=[CH:3][CH:2]=1.CCN(CC)CC.[Cl:24][CH2:25][CH2:26][C:27](Cl)=[O:28]. The catalyst class is: 2. (2) The catalyst class is: 1. Product: [S:13]1[CH:17]=[C:16]([S:18][C:19]2[CH:27]=[CH:26][C:25]([CH3:28])=[CH:24][C:20]=2[C:21]([NH:3][CH3:1])=[O:22])[C:15]2[CH:29]=[CH:30][CH:31]=[CH:32][C:14]1=2. Reactant: [C:1](N1C=CN=C1)([N:3]1C=CN=C1)=O.[S:13]1[CH:17]=[C:16]([S:18][C:19]2[CH:27]=[CH:26][C:25]([CH3:28])=[CH:24][C:20]=2[C:21](O)=[O:22])[C:15]2[CH:29]=[CH:30][CH:31]=[CH:32][C:14]1=2.CN.C(OCC)(=O)C. (3) Reactant: [Cl:1][C:2]1[N:3]=[N:4][C:5]([Cl:11])=[CH:6][C:7]=1[C:8]([NH2:10])=O. Product: [Cl:1][C:2]1[N:3]=[N:4][C:5]([Cl:11])=[CH:6][C:7]=1[C:8]#[N:10]. The catalyst class is: 286. (4) Reactant: [Br:1][C:2]1[N:3]=[C:4]([C:9]2[O:10][C:11]([C:14]3[CH:19]=[CH:18][C:17]([CH2:20][Br:21])=[CH:16][C:15]=3[CH3:22])=[N:12][N:13]=2)[C:5]([NH2:8])=[N:6][CH:7]=1.[CH3:23][C:24]([O:27][C:28](O[C:28]([O:27][C:24]([CH3:26])([CH3:25])[CH3:23])=[O:29])=[O:29])([CH3:26])[CH3:25]. The catalyst class is: 251. Product: [Br:1][C:2]1[N:3]=[C:4]([C:9]2[O:10][C:11]([C:14]3[CH:19]=[CH:18][C:17]([CH2:20][Br:21])=[CH:16][C:15]=3[CH3:22])=[N:12][N:13]=2)[C:5]([N:8]([C:28]([O:27][C:24]([CH3:26])([CH3:25])[CH3:23])=[O:29])[C:28](=[O:29])[O:27][C:24]([CH3:26])([CH3:25])[CH3:23])=[N:6][CH:7]=1. (5) Reactant: [Si:1]([O:8][CH2:9][C:10]1[C:11]2[N:12]([N:16]=[C:17]([C:19]([F:22])([F:21])[F:20])[CH:18]=2)[CH:13]=[CH:14][CH:15]=1)([C:4]([CH3:7])([CH3:6])[CH3:5])([CH3:3])[CH3:2].C([Li])CCC.[I:28]C(I)C.[Cl-].[NH4+]. Product: [Si:1]([O:8][CH2:9][C:10]1[C:11]2[N:12]([N:16]=[C:17]([C:19]([F:20])([F:21])[F:22])[CH:18]=2)[C:13]([I:28])=[CH:14][CH:15]=1)([C:4]([CH3:7])([CH3:5])[CH3:6])([CH3:3])[CH3:2]. The catalyst class is: 1. (6) Reactant: [OH-].[Na+].[CH2:3]([O:10][CH2:11][C@H:12]1[CH2:17][O:16][C:15]2[CH:18]=[C:19]([Br:26])[C:20]([C:22]([O:24]C)=[O:23])=[CH:21][C:14]=2[O:13]1)[C:4]1[CH:9]=[CH:8][CH:7]=[CH:6][CH:5]=1. Product: [CH2:3]([O:10][CH2:11][C@H:12]1[CH2:17][O:16][C:15]2[CH:18]=[C:19]([Br:26])[C:20]([C:22]([OH:24])=[O:23])=[CH:21][C:14]=2[O:13]1)[C:4]1[CH:5]=[CH:6][CH:7]=[CH:8][CH:9]=1. The catalyst class is: 111. (7) Reactant: [CH3:1][N:2]1[C:6]2[CH:7]=[C:8]([N:11]3[CH:16]=[C:15]([C:17]([O:19][CH2:20][CH3:21])=[O:18])[C:14](=[O:22])[NH:13][C:12]3=[O:23])[CH:9]=[CH:10][C:5]=2[N:4]=[CH:3]1.Br[CH2:25][C:26]1[CH:31]=[CH:30][CH:29]=[C:28]([C:32]([F:35])([F:34])[F:33])[C:27]=1[Cl:36]. Product: [Cl:36][C:27]1[C:28]([C:32]([F:33])([F:34])[F:35])=[CH:29][CH:30]=[CH:31][C:26]=1[CH2:25][N:13]1[C:14](=[O:22])[C:15]([C:17]([O:19][CH2:20][CH3:21])=[O:18])=[CH:16][N:11]([C:8]2[CH:9]=[CH:10][C:5]3[N:4]=[CH:3][N:2]([CH3:1])[C:6]=3[CH:7]=2)[C:12]1=[O:23]. The catalyst class is: 98.